From a dataset of Forward reaction prediction with 1.9M reactions from USPTO patents (1976-2016). Predict the product of the given reaction. Given the reactants [N:1]12[CH2:8][CH2:7][CH:4]([CH2:5][CH2:6]1)[CH:3]([O:9][C:10]1[CH:15]=[CH:14][C:13]([NH:16][C:17](=[O:24])[C:18]3[CH:23]=[CH:22][CH:21]=[CH:20][CH:19]=3)=[CH:12][CH:11]=1)[CH2:2]2.[ClH:25].O1CCOCC1, predict the reaction product. The product is: [ClH:25].[N:1]12[CH2:6][CH2:5][CH:4]([CH2:7][CH2:8]1)[CH:3]([O:9][C:10]1[CH:11]=[CH:12][C:13]([NH:16][C:17](=[O:24])[C:18]3[CH:19]=[CH:20][CH:21]=[CH:22][CH:23]=3)=[CH:14][CH:15]=1)[CH2:2]2.